Dataset: Peptide-MHC class I binding affinity with 185,985 pairs from IEDB/IMGT. Task: Regression. Given a peptide amino acid sequence and an MHC pseudo amino acid sequence, predict their binding affinity value. This is MHC class I binding data. (1) The peptide sequence is ASSASYASPS. The MHC is HLA-B35:03 with pseudo-sequence HLA-B35:03. The binding affinity (normalized) is 0. (2) The peptide sequence is LVAEMDGIQY. The MHC is HLA-A23:01 with pseudo-sequence HLA-A23:01. The binding affinity (normalized) is 0. (3) The peptide sequence is LSAQSRTLL. The MHC is Mamu-A01 with pseudo-sequence Mamu-A01. The binding affinity (normalized) is 0.984. (4) The peptide sequence is IMPKAGLLIIV. The MHC is HLA-A02:03 with pseudo-sequence HLA-A02:03. The binding affinity (normalized) is 0.756. (5) The peptide sequence is SAEPVPLQL. The MHC is HLA-B08:01 with pseudo-sequence HLA-B08:01. The binding affinity (normalized) is 0.0422. (6) The peptide sequence is TLMSIVSSL. The MHC is HLA-B07:02 with pseudo-sequence HLA-B07:02. The binding affinity (normalized) is 0.502. (7) The peptide sequence is RTSKASLER. The MHC is HLA-B45:01 with pseudo-sequence HLA-B45:01. The binding affinity (normalized) is 0. (8) The peptide sequence is IPQSLDSWWTEL. The MHC is H-2-Ld with pseudo-sequence H-2-Ld. The binding affinity (normalized) is 0.899.